Dataset: Full USPTO retrosynthesis dataset with 1.9M reactions from patents (1976-2016). Task: Predict the reactants needed to synthesize the given product. (1) The reactants are: [O:1]1[CH2:5][CH2:4][C@H:3]([O:6][C:7]2[CH:14]=[CH:13][C:10]([C:11]#[N:12])=[CH:9][C:8]=2[C:15]([F:18])([F:17])[F:16])[CH2:2]1.[NH2:19][OH:20]. Given the product [OH:20][NH:19][C:11](=[NH:12])[C:10]1[CH:13]=[CH:14][C:7]([O:6][C@H:3]2[CH2:4][CH2:5][O:1][CH2:2]2)=[C:8]([C:15]([F:18])([F:16])[F:17])[CH:9]=1, predict the reactants needed to synthesize it. (2) Given the product [CH3:22][C:20]1[CH:21]=[C:16]([C:13]2[N:12]=[C:11]([C:8]3[CH:9]=[CH:10][C:5]([O:4][CH:1]([CH3:3])[CH3:2])=[CH:6][CH:7]=3)[O:15][N:14]=2)[CH:17]=[C:18]([CH3:24])[C:19]=1[O:23][CH2:25][CH:27]1[CH2:28][O:29]1, predict the reactants needed to synthesize it. The reactants are: [CH:1]([O:4][C:5]1[CH:10]=[CH:9][C:8]([C:11]2[O:15][N:14]=[C:13]([C:16]3[CH:21]=[C:20]([CH3:22])[C:19]([OH:23])=[C:18]([CH3:24])[CH:17]=3)[N:12]=2)=[CH:7][CH:6]=1)([CH3:3])[CH3:2].[CH2:25]([CH:27]1[O:29][CH2:28]1)Cl. (3) Given the product [N:1]1[NH:2][C:9]2[CH:10]=[CH:11][CH:12]=[C:13]3[C:8]=2[C:7]=1[C:6]1[C:15]([C:14]3=[O:18])=[CH:16][CH:17]=[CH:4][CH:5]=1, predict the reactants needed to synthesize it. The reactants are: [NH2:1][NH2:2].Cl[C:4]1[CH:17]=[CH:16][C:15]2[C:14](=[O:18])[C:13]3[C:8](=[CH:9][CH:10]=[CH:11][CH:12]=3)[C:7](=O)[C:6]=2[CH:5]=1. (4) Given the product [CH2:1]([C:3]1[N:11]([C:12]2[CH:13]=[CH:14][C:15]([C:16]3[N:17]([C:18]4[CH:19]=[N:20][C:21]([CH3:24])=[CH:22][CH:23]=4)[CH:29]=[C:30]([C:32]4[S:33][CH:34]=[CH:35][N:36]=4)[N:25]=3)=[CH:26][CH:27]=2)[C:6]2=[N:7][CH:8]=[CH:9][CH:10]=[C:5]2[N:4]=1)[CH3:2], predict the reactants needed to synthesize it. The reactants are: [CH2:1]([C:3]1[N:11]([C:12]2[CH:27]=[CH:26][C:15]([C:16]([NH2:25])=[N:17][C:18]3[CH:19]=[N:20][C:21]([CH3:24])=[CH:22][CH:23]=3)=[CH:14][CH:13]=2)[C:6]2=[N:7][CH:8]=[CH:9][CH:10]=[C:5]2[N:4]=1)[CH3:2].Br[CH2:29][C:30]([C:32]1[S:33][CH:34]=[CH:35][N:36]=1)=O.C([O-])(O)=O.[Na+]. (5) Given the product [CH3:36][O:37][C:38]1[CH:39]=[C:40]([CH:44]=[CH:45][CH:46]=1)[C:41]([O:1][CH2:2][CH2:3][CH2:4][C:5]1[CH:6]=[CH:7][C:8]([CH:11]2[CH2:16][CH2:15][N:14]([C:17]([O:19][C:20]([CH3:21])([CH3:22])[CH3:23])=[O:18])[CH2:13][CH:12]2[O:24][CH2:25][C:26]2[CH:35]=[CH:34][C:33]3[C:28](=[CH:29][CH:30]=[CH:31][CH:32]=3)[CH:27]=2)=[CH:9][CH:10]=1)=[O:42], predict the reactants needed to synthesize it. The reactants are: [OH:1][CH2:2][CH2:3][CH2:4][C:5]1[CH:10]=[CH:9][C:8]([CH:11]2[CH2:16][CH2:15][N:14]([C:17]([O:19][C:20]([CH3:23])([CH3:22])[CH3:21])=[O:18])[CH2:13][CH:12]2[O:24][CH2:25][C:26]2[CH:35]=[CH:34][C:33]3[C:28](=[CH:29][CH:30]=[CH:31][CH:32]=3)[CH:27]=2)=[CH:7][CH:6]=1.[CH3:36][O:37][C:38]1[CH:39]=[C:40]([CH:44]=[CH:45][CH:46]=1)[C:41](Cl)=[O:42]. (6) The reactants are: C[O:2][C:3]1[CH:25]=[CH:24][C:6]2[N:7]([C:18]3[CH:23]=[CH:22][CH:21]=[CH:20][N:19]=3)[C:8](/[CH:10]=[CH:11]/[C:12]3[CH:17]=[CH:16][CH:15]=[CH:14][CH:13]=3)=[N:9][C:5]=2[CH:4]=1.OC1C=C(C=CC=1)C=CC1(/C=C/C2C=CC=CC=2)N(C2C=CC=CN=2)C2C=CC(C(F)(F)F)=CC=2N1.C(O)(=O)C(O)=O. Given the product [OH:2][C:3]1[CH:25]=[CH:24][C:6]2[N:7]([C:18]3[CH:23]=[CH:22][CH:21]=[CH:20][N:19]=3)[C:8](/[CH:10]=[CH:11]/[C:12]3[CH:17]=[CH:16][CH:15]=[CH:14][CH:13]=3)=[N:9][C:5]=2[CH:4]=1, predict the reactants needed to synthesize it. (7) Given the product [C:25]([C:23]1[CH:24]=[CH:19][C:20]([CH2:27][N:14]2[CH2:15][CH2:16][N:11]([C:9]([O:8][CH2:1][C:2]3[CH:3]=[CH:4][CH:5]=[CH:6][CH:7]=3)=[O:10])[CH2:12][C:13]2=[O:17])=[CH:21][CH:22]=1)#[N:26], predict the reactants needed to synthesize it. The reactants are: [CH2:1]([O:8][C:9]([N:11]1[CH2:16][CH2:15][NH:14][C:13](=[O:17])[CH2:12]1)=[O:10])[C:2]1[CH:7]=[CH:6][CH:5]=[CH:4][CH:3]=1.Br[C:19]1[CH:24]=[C:23]([C:25]#[N:26])[CH:22]=[CH:21][C:20]=1[CH3:27].C([O-])([O-])=O.[Cs+].[Cs+]. (8) Given the product [CH2:1]([O:8][C:9]1[CH:10]=[CH:11][CH:12]=[C:13]2[C:18]=1[N:17]=[C:16]([CH3:19])[CH:15]=[C:14]2[O:20][CH2:28][C:29]([O:31][CH2:32][CH3:33])=[O:30])[C:2]1[CH:7]=[CH:6][CH:5]=[CH:4][CH:3]=1, predict the reactants needed to synthesize it. The reactants are: [CH2:1]([O:8][C:9]1[CH:10]=[CH:11][CH:12]=[C:13]2[C:18]=1[N:17]=[C:16]([CH3:19])[CH:15]=[C:14]2[OH:20])[C:2]1[CH:7]=[CH:6][CH:5]=[CH:4][CH:3]=1.C(=O)([O-])[O-].[K+].[K+].Br[CH2:28][C:29]([O:31][CH2:32][CH3:33])=[O:30].C(=O)(O)[O-].[Na+]. (9) Given the product [F:14][C:15]1[CH:23]=[CH:22][C:18]([C:19]([NH:2][CH:3]([C:4]([O:6][CH2:7][CH3:8])=[O:5])[C:9]([O:11][CH2:12][CH3:13])=[O:10])=[O:20])=[C:17]([C:24]([F:25])([F:26])[F:27])[CH:16]=1, predict the reactants needed to synthesize it. The reactants are: Cl.[NH2:2][CH:3]([C:9]([O:11][CH2:12][CH3:13])=[O:10])[C:4]([O:6][CH2:7][CH3:8])=[O:5].[F:14][C:15]1[CH:23]=[CH:22][C:18]([C:19](Cl)=[O:20])=[C:17]([C:24]([F:27])([F:26])[F:25])[CH:16]=1.